From a dataset of Reaction yield outcomes from USPTO patents with 853,638 reactions. Predict the reaction yield, written as a fraction of the theoretical maximum amount of product (1.0 means a 100% yield; for example, 0.34 means a 34% yield). The reactants are [Br:1]Br.[C:3]([Si:7]([CH3:25])([CH3:24])[N:8]1[C:12]2=[N:13][CH:14]=[C:15]([C:17]3[CH:22]=[CH:21][CH:20]=[C:19]([F:23])[CH:18]=3)[CH:16]=[C:11]2[CH:10]=[CH:9]1)([CH3:6])([CH3:5])[CH3:4].N1C=CC=CC=1.C([O-])(O)=O.[Na+].[O-]S([O-])(=S)=O.[Na+].[Na+]. The catalyst is C(Cl)(Cl)(Cl)Cl.C(Cl)(Cl)Cl. The yield is 0.910. The product is [Br:1][C:10]1[C:11]2[C:12](=[N:13][CH:14]=[C:15]([C:17]3[CH:22]=[CH:21][CH:20]=[C:19]([F:23])[CH:18]=3)[CH:16]=2)[N:8]([Si:7]([C:3]([CH3:6])([CH3:5])[CH3:4])([CH3:25])[CH3:24])[CH:9]=1.